This data is from Forward reaction prediction with 1.9M reactions from USPTO patents (1976-2016). The task is: Predict the product of the given reaction. (1) The product is: [Cl:1][C:2]1[CH:27]=[CH:26][CH:25]=[CH:24][C:3]=1[CH2:4][C:5]1[C:12](=[O:13])[N:8]2[CH2:9][CH2:10][CH2:11][N:7]2[C:6]=1[C:14]1[CH:19]=[CH:18][N:17]=[C:16]([NH:36][C@H:29]([C:30]2[CH:35]=[CH:34][CH:33]=[CH:32][CH:31]=2)[CH3:28])[N:15]=1. Given the reactants [Cl:1][C:2]1[CH:27]=[CH:26][CH:25]=[CH:24][C:3]=1[CH2:4][C:5]1[C:12](=[O:13])[N:8]2[CH2:9][CH2:10][CH2:11][N:7]2[C:6]=1[C:14]1[CH:19]=[CH:18][N:17]=[C:16](S(C)(=O)=O)[N:15]=1.[CH3:28][CH:29]([NH2:36])[C:30]1[CH:35]=[CH:34][CH:33]=[CH:32][CH:31]=1, predict the reaction product. (2) Given the reactants [CH:1]([OH:4])([CH3:3])[CH3:2].[H-].[Na+].[CH2:7]([N:14]1[CH2:20][C:19]2[N:21]=[CH:22][C:23](Cl)=[N:24][C:18]=2[O:17][CH2:16][CH2:15]1)[C:8]1[CH:13]=[CH:12][CH:11]=[CH:10][CH:9]=1.C1C=CC(P(C2C(C3C(P(C4C=CC=CC=4)C4C=CC=CC=4)=CC=C4C=3C=CC=C4)=C3C(C=CC=C3)=CC=2)C2C=CC=CC=2)=CC=1, predict the reaction product. The product is: [CH2:7]([N:14]1[CH2:20][C:19]2[N:21]=[CH:22][C:23]([O:4][CH:1]([CH3:3])[CH3:2])=[N:24][C:18]=2[O:17][CH2:16][CH2:15]1)[C:8]1[CH:9]=[CH:10][CH:11]=[CH:12][CH:13]=1. (3) Given the reactants [F:1][C:2]([F:21])([O:7][Si:8]([C:15]1[CH:20]=[CH:19][CH:18]=[CH:17][CH:16]=1)(OCC)[O:9][CH2:10][CH3:11])[C:3]([F:6])([F:5])[F:4].S(Cl)([Cl:24])=O.Cl.[NH+]1C=CC=CC=1, predict the reaction product. The product is: [F:1][C:2]([F:21])([O:7][Si:8]([C:15]1[CH:20]=[CH:19][CH:18]=[CH:17][CH:16]=1)([Cl:24])[O:9][CH2:10][CH3:11])[C:3]([F:6])([F:5])[F:4]. (4) Given the reactants C(N([CH:8]1[CH2:16][C:15]2[C:10](=[CH:11][C:12]3[Si:20]([CH3:22])([CH3:21])[C:19]4[CH:23]=[CH:24][CH:25]=[CH:26][C:18]=4[C:17](=[O:27])[C:13]=3[CH:14]=2)[N:9]1[CH3:28])CC=C)C=C.C[N:30]1C(=O)CC(=O)N(C)C1=O.C(=O)([O-])O.[Na+], predict the reaction product. The product is: [NH2:30][C:24]1[CH:25]=[CH:26][C:18]2[C:17](=[O:27])[C:13]3[CH:14]=[C:15]4[C:10](=[CH:11][C:12]=3[Si:20]([CH3:21])([CH3:22])[C:19]=2[CH:23]=1)[N:9]([CH3:28])[CH2:8][CH2:16]4. (5) Given the reactants [NH2:1][C:2]1[N:3]=[CH:4][N:5]([CH2:12][C:13]2[CH:18]=[CH:17][C:16]([O:19][CH3:20])=[CH:15][CH:14]=2)[C:6]=1[C:7]([O:9]CC)=O.[C:21]1([CH2:27][O:28][C:29]2[CH:34]=[CH:33][CH:32]=[CH:31][C:30]=2[NH:35][C:36](=O)[O:37]C2C=CC=CC=2)[CH:26]=[CH:25][CH:24]=[CH:23][CH:22]=1.CC([O-])(C)C.[K+].CCOCC, predict the reaction product. The product is: [CH3:20][O:19][C:16]1[CH:15]=[CH:14][C:13]([CH2:12][N:5]2[C:6]3[C:7](=[O:9])[N:35]([C:30]4[CH:31]=[CH:32][CH:33]=[CH:34][C:29]=4[O:28][CH2:27][C:21]4[CH:26]=[CH:25][CH:24]=[CH:23][CH:22]=4)[C:36](=[O:37])[NH:1][C:2]=3[N:3]=[CH:4]2)=[CH:18][CH:17]=1. (6) Given the reactants [NH2:1][C:2]1[N:6]([C:7]2[CH:8]=[C:9]([CH:16]=[CH:17][C:18]=2[CH3:19])[C:10]([NH:12][CH:13]2[CH2:15][CH2:14]2)=[O:11])[N:5]=[CH:4][C:3]=1[C:20](=[O:30])[C:21]1[CH:26]=[CH:25][CH:24]=[C:23]([C:27](=O)[NH2:28])[CH:22]=1.COC(OC)[N:34]([CH3:36])C.C[N:40](C=O)C, predict the reaction product. The product is: [NH2:1][C:2]1[N:6]([C:7]2[CH:8]=[C:9]([CH:16]=[CH:17][C:18]=2[CH3:19])[C:10]([NH:12][CH:13]2[CH2:15][CH2:14]2)=[O:11])[N:5]=[CH:4][C:3]=1[C:20](=[O:30])[C:21]1[CH:26]=[CH:25][CH:24]=[C:23]([C:27]2[NH:34][CH:36]=[N:40][N:28]=2)[CH:22]=1.